From a dataset of Forward reaction prediction with 1.9M reactions from USPTO patents (1976-2016). Predict the product of the given reaction. (1) Given the reactants [NH2:1][C:2]1[NH:6][C:5]2[CH:7]=[CH:8][C:9]([C:11]3[NH:16][C:15]([NH:17][C:18]4[CH:23]=[CH:22][CH:21]=[CH:20][C:19]=4[Cl:24])=[N:14][C:13](=[O:25])[CH:12]=3)=[CH:10][C:4]=2[N:3]=1.[CH3:26][O:27][C:28]1[CH:29]=[C:30]([CH:34]=[C:35]([O:39][CH3:40])[C:36]=1[O:37][CH3:38])[C:31](O)=[O:32], predict the reaction product. The product is: [Cl:24][C:19]1[CH:20]=[CH:21][CH:22]=[CH:23][C:18]=1[NH:17][C:15]1[NH:14][C:13](=[O:25])[CH:12]=[C:11]([C:9]2[CH:8]=[CH:7][C:5]3[NH:6][C:2]([NH:1][C:31](=[O:32])[C:30]4[CH:29]=[C:28]([O:27][CH3:26])[C:36]([O:37][CH3:38])=[C:35]([O:39][CH3:40])[CH:34]=4)=[N:3][C:4]=3[CH:10]=2)[N:16]=1. (2) Given the reactants [CH:1]1([CH2:6][C@H:7]([CH2:27][C:28](=[O:38])[NH:29][O:30]CC2C=CC=CC=2)[C:8]([N:10]2[C@H:14]([C:15]([NH:17][C:18]3[CH:23]=[CH:22][CH:21]=[C:20]([CH2:24][CH3:25])[N+:19]=3[O-:26])=[O:16])[CH2:13][CH:12]=[N:11]2)=[O:9])[CH2:5][CH2:4][CH2:3][CH2:2]1, predict the reaction product. The product is: [CH:1]1([CH2:6][C@H:7]([CH2:27][C:28]([NH:29][OH:30])=[O:38])[C:8]([N:10]2[C@H:14]([C:15]([NH:17][C:18]3[CH:23]=[CH:22][CH:21]=[C:20]([CH2:24][CH3:25])[N+:19]=3[O-:26])=[O:16])[CH2:13][CH:12]=[N:11]2)=[O:9])[CH2:2][CH2:3][CH2:4][CH2:5]1.